This data is from Forward reaction prediction with 1.9M reactions from USPTO patents (1976-2016). The task is: Predict the product of the given reaction. Given the reactants [H-].[Na+].[Cl:3][C:4]1[CH:9]=[C:8]([C:10]([C:12]2[CH:21]=[C:20]([CH3:22])[C:15]3[NH:16][C:17](=[O:19])[O:18][C:14]=3[CH:13]=2)=[O:11])[CH:7]=[C:6]([O:23][CH3:24])[N:5]=1.I[CH3:26], predict the reaction product. The product is: [Cl:3][C:4]1[CH:9]=[C:8]([C:10]([C:12]2[CH:21]=[C:20]([CH3:22])[C:15]3[N:16]([CH3:26])[C:17](=[O:19])[O:18][C:14]=3[CH:13]=2)=[O:11])[CH:7]=[C:6]([O:23][CH3:24])[N:5]=1.